From a dataset of Forward reaction prediction with 1.9M reactions from USPTO patents (1976-2016). Predict the product of the given reaction. (1) Given the reactants [CH3:1][C:2]1[C:3](=[O:18])[NH:4][C:5](=[S:17])[N:6]([CH:16]=1)[C@@H:7]1[O:15][C@H:12]([CH2:13][OH:14])[C@@H:10]([OH:11])[C@H:8]1[OH:9].[CH2:19]([Sn](=O)CCCC)CCC.CI, predict the reaction product. The product is: [CH3:19][O:9][C@@H:8]1[C@H:10]([OH:11])[C@@H:12]([CH2:13][OH:14])[O:15][C@H:7]1[N:6]1[CH:16]=[C:2]([CH3:1])[C:3](=[O:18])[NH:4][C:5]1=[S:17]. (2) Given the reactants [F:1][C:2]1[CH:3]=[C:4]([N:24]2[CH2:29][CH2:28][CH:27]([C:30]([NH2:33])=[N:31][OH:32])[CH2:26][CH2:25]2)[CH:5]=[CH:6][C:7]=1[CH2:8][N:9]1[C@@H:14]([CH3:15])[CH2:13][CH2:12][CH:11]([C:16]2[CH:21]=[CH:20][CH:19]=[CH:18][CH:17]=2)[S:10]1(=[O:23])=[O:22].[CH:34](OCC)(OCC)OCC, predict the reaction product. The product is: [F:1][C:2]1[CH:3]=[C:4]([N:24]2[CH2:29][CH2:28][CH:27]([C:30]3[N:33]=[CH:34][O:32][N:31]=3)[CH2:26][CH2:25]2)[CH:5]=[CH:6][C:7]=1[CH2:8][N:9]1[C@@H:14]([CH3:15])[CH2:13][CH2:12][CH:11]([C:16]2[CH:17]=[CH:18][CH:19]=[CH:20][CH:21]=2)[S:10]1(=[O:22])=[O:23].